From a dataset of TCR-epitope binding with 47,182 pairs between 192 epitopes and 23,139 TCRs. Binary Classification. Given a T-cell receptor sequence (or CDR3 region) and an epitope sequence, predict whether binding occurs between them. (1) The epitope is RQLLFVVEV. The TCR CDR3 sequence is CASSWIGGATGELFF. Result: 1 (the TCR binds to the epitope). (2) The epitope is FPPTSFGPL. The TCR CDR3 sequence is CASSLITASLYNEQFF. Result: 1 (the TCR binds to the epitope). (3) The epitope is HTTDPSFLGRY. The TCR CDR3 sequence is CASSYGRDQPQHF. Result: 1 (the TCR binds to the epitope).